From a dataset of Forward reaction prediction with 1.9M reactions from USPTO patents (1976-2016). Predict the product of the given reaction. (1) Given the reactants [CH3:1][CH2:2][O-:3].[Na+].[CH2:5]([O:7][C:8]([C:10]1[C:11](Cl)=[N:12][C:13]2[C:18]([C:19]=1[CH3:20])=[CH:17][CH:16]=[C:15]([C:21]([F:24])([F:23])[F:22])[CH:14]=2)=[O:9])[CH3:6], predict the reaction product. The product is: [CH2:5]([O:7][C:8]([C:10]1[C:11]([O:3][CH2:2][CH3:1])=[N:12][C:13]2[C:18]([C:19]=1[CH3:20])=[CH:17][CH:16]=[C:15]([C:21]([F:24])([F:23])[F:22])[CH:14]=2)=[O:9])[CH3:6]. (2) Given the reactants [BH4-].[Na+].[Br:3][C:4]1[C:9]([O:10][CH3:11])=[CH:8][C:7]([NH:12][C:13](=[O:15])[CH3:14])=[C:6]([C:16](=O)[C:17]2[CH:22]=[CH:21][C:20]([CH2:23][CH3:24])=[CH:19][CH:18]=2)[CH:5]=1, predict the reaction product. The product is: [Br:3][C:4]1[C:9]([O:10][CH3:11])=[CH:8][C:7]([NH:12][C:13](=[O:15])[CH3:14])=[C:6]([CH2:16][C:17]2[CH:18]=[CH:19][C:20]([CH2:23][CH3:24])=[CH:21][CH:22]=2)[CH:5]=1. (3) Given the reactants Cl[C:2]1[N:7]=[C:6]2[N:8]([CH2:11][C:12]3[CH:17]=[CH:16][CH:15]=[CH:14][C:13]=3[NH:18][S:19]([CH3:22])(=[O:21])=[O:20])[N:9]=[CH:10][C:5]2=[CH:4][N:3]=1.[CH3:23][N:24]1[CH:28]=[C:27]([NH2:29])[CH:26]=[N:25]1.Cl, predict the reaction product. The product is: [CH3:23][N:24]1[CH:28]=[C:27]([NH:29][C:2]2[N:7]=[C:6]3[N:8]([CH2:11][C:12]4[CH:17]=[CH:16][CH:15]=[CH:14][C:13]=4[NH:18][S:19]([CH3:22])(=[O:21])=[O:20])[N:9]=[CH:10][C:5]3=[CH:4][N:3]=2)[CH:26]=[N:25]1. (4) Given the reactants [Br:1][C:2]1[C:3]([F:11])=[C:4]([CH:8]=[CH:9][CH:10]=1)[C:5]([OH:7])=[O:6].[I:12]N1C(=O)CCC1=O, predict the reaction product. The product is: [Br:1][C:2]1[C:3]([F:11])=[C:4]([CH:8]=[C:9]([I:12])[CH:10]=1)[C:5]([OH:7])=[O:6]. (5) The product is: [Br:9][C:4]1[CH:3]=[C:2]([C:12]2[CH2:13][C:14]3[C:6]([CH:11]=2)=[CH:7][CH:2]=[CH:3][CH:4]=3)[CH:7]=[C:6]([Br:8])[CH:5]=1. Given the reactants Br[C:2]1[CH:7]=[C:6]([Br:8])[CH:5]=[C:4]([Br:9])[CH:3]=1.[Li][CH2:11][CH2:12][CH2:13][CH3:14].O, predict the reaction product. (6) Given the reactants [Br:1][C:2]1[CH:7]=[CH:6][C:5]([O:8][CH2:9][CH2:10][O:11][CH3:12])=[CH:4][C:3]=1[CH2:13][CH2:14][CH2:15][OH:16].[H-].[Na+].[CH3:19]I, predict the reaction product. The product is: [Br:1][C:2]1[CH:7]=[CH:6][C:5]([O:8][CH2:9][CH2:10][O:11][CH3:12])=[CH:4][C:3]=1[CH2:13][CH2:14][CH2:15][O:16][CH3:19]. (7) Given the reactants [F:1][C:2]1[CH:10]=[CH:9][C:5]([C:6](Cl)=[O:7])=[CH:4][CH:3]=1.[C:11]1(/[CH:17]=[CH:18]/[C:19]2[O:20][C:21]3[CH2:27][CH2:26][NH:25][CH2:24][CH2:23][C:22]=3[N:28]=2)[CH:16]=[CH:15][CH:14]=[CH:13][CH:12]=1, predict the reaction product. The product is: [F:1][C:2]1[CH:10]=[CH:9][C:5]([C:6]([N:25]2[CH2:26][CH2:27][C:21]3[O:20][C:19](/[CH:18]=[CH:17]/[C:11]4[CH:16]=[CH:15][CH:14]=[CH:13][CH:12]=4)=[N:28][C:22]=3[CH2:23][CH2:24]2)=[O:7])=[CH:4][CH:3]=1. (8) The product is: [C:1]([N:4]1[CH2:5][CH2:6][N:7]([C:10]2[N:11]=[CH:12][C:13]([NH2:16])=[CH:14][CH:15]=2)[CH2:8][CH2:9]1)(=[O:3])[CH3:2]. Given the reactants [C:1]([N:4]1[CH2:9][CH2:8][N:7]([C:10]2[CH:15]=[CH:14][C:13]([N+:16]([O-])=O)=[CH:12][N:11]=2)[CH2:6][CH2:5]1)(=[O:3])[CH3:2], predict the reaction product. (9) Given the reactants [CH:1]([N:4]1[C:8]([C:9]([OH:11])=O)=[CH:7][CH:6]=[N:5]1)([CH3:3])[CH3:2].[F:12][C:13]([F:30])([F:29])[O:14][C:15]1[CH:20]=[CH:19][CH:18]=[CH:17][C:16]=1[C:21]1[C:22]([NH2:28])=[N:23][C:24]([NH2:27])=[CH:25][N:26]=1.N1C(C)=CC=CC=1C, predict the reaction product. The product is: [NH2:28][C:22]1[N:23]=[C:24]([NH:27][C:9]([C:8]2[N:4]([CH:1]([CH3:2])[CH3:3])[N:5]=[CH:6][CH:7]=2)=[O:11])[CH:25]=[N:26][C:21]=1[C:16]1[CH:17]=[CH:18][CH:19]=[CH:20][C:15]=1[O:14][C:13]([F:30])([F:29])[F:12].